This data is from Forward reaction prediction with 1.9M reactions from USPTO patents (1976-2016). The task is: Predict the product of the given reaction. (1) Given the reactants [CH2:1]([CH:8]([N:16]1[C:38](=[O:39])[C:35]2[C:36]3[C:37]4[C:32](=[CH:33][CH:34]=2)[C:31]2[C:40]5[C:27]([C:28](Br)=[CH:29][CH:30]=2)=[CH:26][CH:25]=[CH:24][C:23]=5[C:22]=4[CH:21]=[CH:20][C:19]=3[C:17]1=[O:18])[CH2:9][CH2:10][CH2:11][CH2:12][CH2:13][CH2:14][CH3:15])[CH2:2][CH2:3][CH2:4][CH2:5][CH2:6][CH3:7].[B:42]1([B:42]2[O:46][C:45]([CH3:48])([CH3:47])[C:44]([CH3:50])([CH3:49])[O:43]2)[O:46][C:45]([CH3:48])([CH3:47])[C:44]([CH3:50])([CH3:49])[O:43]1.C([O-])(=O)C.[K+], predict the reaction product. The product is: [CH2:1]([CH:8]([N:16]1[C:38](=[O:39])[C:35]2[C:36]3[C:37]4[C:32](=[CH:33][CH:34]=2)[C:31]2[C:40]5[C:27]([C:28]([B:42]6[O:46][C:45]([CH3:48])([CH3:47])[C:44]([CH3:50])([CH3:49])[O:43]6)=[CH:29][CH:30]=2)=[CH:26][CH:25]=[CH:24][C:23]=5[C:22]=4[CH:21]=[CH:20][C:19]=3[C:17]1=[O:18])[CH2:9][CH2:10][CH2:11][CH2:12][CH2:13][CH2:14][CH3:15])[CH2:2][CH2:3][CH2:4][CH2:5][CH2:6][CH3:7]. (2) Given the reactants [CH3:1][C:2]1[NH:3][CH:4]=[CH:5][N:6]=1.Cl[CH2:8][CH2:9][O:10][CH3:11].[H-].[Na+], predict the reaction product. The product is: [CH3:11][O:10][CH2:9][CH2:8][N:3]1[CH:4]=[CH:5][N:6]=[C:2]1[CH3:1]. (3) Given the reactants [F:1][C:2]([F:23])([F:22])[C:3]1[C:4]([C:9]2[CH2:14][CH2:13][N:12]([C:15]([O:17][C:18]([CH3:21])([CH3:20])[CH3:19])=[O:16])[CH2:11][CH:10]=2)=[N:5][CH:6]=[CH:7][CH:8]=1, predict the reaction product. The product is: [F:22][C:2]([F:1])([F:23])[C:3]1[C:4]([CH:9]2[CH2:14][CH2:13][N:12]([C:15]([O:17][C:18]([CH3:19])([CH3:20])[CH3:21])=[O:16])[CH2:11][CH2:10]2)=[N:5][CH:6]=[CH:7][CH:8]=1. (4) Given the reactants [CH3:1][O:2][C:3]1[CH:8]=[C:7]([CH:9]=[O:10])[C:6]([O:11]COC)=[CH:5][N:4]=1.Cl.C([O-])([O-])=O.[K+].[K+], predict the reaction product. The product is: [OH:11][C:6]1[C:7]([CH:9]=[O:10])=[CH:8][C:3]([O:2][CH3:1])=[N:4][CH:5]=1.